From a dataset of Reaction yield outcomes from USPTO patents with 853,638 reactions. Predict the reaction yield, written as a fraction of the theoretical maximum amount of product (1.0 means a 100% yield; for example, 0.34 means a 34% yield). The reactants are [CH2:1]([CH2:3][NH2:4])[OH:2].F[C:6]1[CH:15]=[CH:14][CH:13]=[C:12]2[C:7]=1[C:8]([NH:16][C:17]1[CH:22]=[CH:21][C:20]([OH:23])=[C:19]([CH3:24])[CH:18]=1)=[N:9][CH:10]=[N:11]2. No catalyst specified. The product is [NH2:4][CH2:3][CH2:1][O:2][C:6]1[CH:15]=[CH:14][CH:13]=[C:12]2[C:7]=1[C:8]([NH:16][C:17]1[CH:22]=[CH:21][C:20]([OH:23])=[C:19]([CH3:24])[CH:18]=1)=[N:9][CH:10]=[N:11]2. The yield is 0.230.